Dataset: Reaction yield outcomes from USPTO patents with 853,638 reactions. Task: Predict the reaction yield, written as a fraction of the theoretical maximum amount of product (1.0 means a 100% yield; for example, 0.34 means a 34% yield). (1) The reactants are Br[C:2]1[CH:7]=[CH:6][C:5]([N+:8]([O-:10])=[O:9])=[CH:4][C:3]=1[N:11]([CH2:15][C:16]([CH3:18])=[CH2:17])[C:12](=[O:14])[CH3:13].C([O-])=O.[Na+].C([O-])(=O)C.[Na+]. The catalyst is O.[Cl-].C([N+](CC)(CC)CC)C.CN(C=O)C.C([O-])(=O)C.[Pd+2].C([O-])(=O)C. The product is [CH3:17][C:16]1([CH3:18])[C:2]2[C:3](=[CH:4][C:5]([N+:8]([O-:10])=[O:9])=[CH:6][CH:7]=2)[N:11]([C:12](=[O:14])[CH3:13])[CH2:15]1. The yield is 0.880. (2) The reactants are [Br-].[CH3:2][O:3][C:4](=[O:25])[CH2:5][P+](C1C=CC=CC=1)(C1C=CC=CC=1)C1C=CC=CC=1.[Li+].C[Si]([N-][Si](C)(C)C)(C)C.[Br:36][C:37]1[CH:38]=[C:39]([C:45]2([C:48]#[N:49])[CH2:47][CH2:46]2)[CH:40]=[C:41]([CH:43]=O)[CH:42]=1. The catalyst is C1COCC1. The product is [Br:36][C:37]1[CH:42]=[C:41](/[CH:43]=[CH:5]/[C:4]([O:3][CH3:2])=[O:25])[CH:40]=[C:39]([C:45]2([C:48]#[N:49])[CH2:47][CH2:46]2)[CH:38]=1. The yield is 0.970. (3) The reactants are [Cl:1][C:2]1[CH:3]=[C:4]([CH2:8][C:9]([C:11]2[CH:16]=[CH:15][CH:14]=[CH:13][CH:12]=2)=O)[CH:5]=[CH:6][CH:7]=1.[CH2:17]([O:19][C:20]1[CH:21]=[C:22]([CH:25]=[C:26]([N+:29]([O-:31])=[O:30])[C:27]=1[OH:28])[CH:23]=O)[CH3:18].[NH2:32][C:33]([NH2:35])=[O:34].Cl. The catalyst is CCO.CO.CCOC(C)=O. The product is [Cl:1][C:2]1[CH:3]=[C:4]([C:8]2[CH:23]([C:22]3[CH:25]=[C:26]([N+:29]([O-:31])=[O:30])[C:27]([OH:28])=[C:20]([O:19][CH2:17][CH3:18])[CH:21]=3)[NH:32][C:33](=[O:34])[NH:35][C:9]=2[C:11]2[CH:16]=[CH:15][CH:14]=[CH:13][CH:12]=2)[CH:5]=[CH:6][CH:7]=1. The yield is 0.223.